This data is from NCI-60 drug combinations with 297,098 pairs across 59 cell lines. The task is: Regression. Given two drug SMILES strings and cell line genomic features, predict the synergy score measuring deviation from expected non-interaction effect. (1) Drug 1: CC12CCC3C(C1CCC2=O)CC(=C)C4=CC(=O)C=CC34C. Drug 2: CC1=C(C=C(C=C1)C(=O)NC2=CC(=CC(=C2)C(F)(F)F)N3C=C(N=C3)C)NC4=NC=CC(=N4)C5=CN=CC=C5. Cell line: UO-31. Synergy scores: CSS=21.7, Synergy_ZIP=-8.75, Synergy_Bliss=-2.15, Synergy_Loewe=-1.73, Synergy_HSA=-2.19. (2) Drug 1: CC(C)CN1C=NC2=C1C3=CC=CC=C3N=C2N. Drug 2: N.N.Cl[Pt+2]Cl. Cell line: TK-10. Synergy scores: CSS=5.43, Synergy_ZIP=-1.06, Synergy_Bliss=2.63, Synergy_Loewe=-2.41, Synergy_HSA=-2.46. (3) Drug 1: C1CCN(CC1)CCOC2=CC=C(C=C2)C(=O)C3=C(SC4=C3C=CC(=C4)O)C5=CC=C(C=C5)O. Drug 2: CC1C(C(CC(O1)OC2CC(CC3=C2C(=C4C(=C3O)C(=O)C5=C(C4=O)C(=CC=C5)OC)O)(C(=O)C)O)N)O.Cl. Cell line: SN12C. Synergy scores: CSS=53.6, Synergy_ZIP=1.45, Synergy_Bliss=0.426, Synergy_Loewe=-1.61, Synergy_HSA=4.00. (4) Drug 1: CC=C1C(=O)NC(C(=O)OC2CC(=O)NC(C(=O)NC(CSSCCC=C2)C(=O)N1)C(C)C)C(C)C. Drug 2: C1=NC(=NC(=O)N1C2C(C(C(O2)CO)O)O)N. Cell line: 786-0. Synergy scores: CSS=39.8, Synergy_ZIP=-3.52, Synergy_Bliss=1.71, Synergy_Loewe=-21.1, Synergy_HSA=1.65. (5) Cell line: LOX IMVI. Synergy scores: CSS=34.6, Synergy_ZIP=-1.67, Synergy_Bliss=0.463, Synergy_Loewe=-20.5, Synergy_HSA=0.414. Drug 2: CC1C(C(CC(O1)OC2CC(CC3=C2C(=C4C(=C3O)C(=O)C5=C(C4=O)C(=CC=C5)OC)O)(C(=O)CO)O)N)O.Cl. Drug 1: CC1=CC=C(C=C1)C2=CC(=NN2C3=CC=C(C=C3)S(=O)(=O)N)C(F)(F)F. (6) Drug 1: C1=CC(=C2C(=C1NCCNCCO)C(=O)C3=C(C=CC(=C3C2=O)O)O)NCCNCCO. Drug 2: C1=C(C(=O)NC(=O)N1)N(CCCl)CCCl. Cell line: RPMI-8226. Synergy scores: CSS=47.4, Synergy_ZIP=-4.15, Synergy_Bliss=-4.06, Synergy_Loewe=-7.37, Synergy_HSA=-0.321. (7) Drug 1: CC1C(C(=O)NC(C(=O)N2CCCC2C(=O)N(CC(=O)N(C(C(=O)O1)C(C)C)C)C)C(C)C)NC(=O)C3=C4C(=C(C=C3)C)OC5=C(C(=O)C(=C(C5=N4)C(=O)NC6C(OC(=O)C(N(C(=O)CN(C(=O)C7CCCN7C(=O)C(NC6=O)C(C)C)C)C)C(C)C)C)N)C. Drug 2: CNC(=O)C1=NC=CC(=C1)OC2=CC=C(C=C2)NC(=O)NC3=CC(=C(C=C3)Cl)C(F)(F)F. Cell line: KM12. Synergy scores: CSS=-2.38, Synergy_ZIP=-7.52, Synergy_Bliss=-16.3, Synergy_Loewe=-28.0, Synergy_HSA=-17.3. (8) Drug 1: CN1C(=O)N2C=NC(=C2N=N1)C(=O)N. Drug 2: N.N.Cl[Pt+2]Cl. Synergy scores: CSS=44.8, Synergy_ZIP=-0.138, Synergy_Bliss=-0.728, Synergy_Loewe=-19.5, Synergy_HSA=0.0357. Cell line: NCI-H460. (9) Drug 1: CC1=C(N=C(N=C1N)C(CC(=O)N)NCC(C(=O)N)N)C(=O)NC(C(C2=CN=CN2)OC3C(C(C(C(O3)CO)O)O)OC4C(C(C(C(O4)CO)O)OC(=O)N)O)C(=O)NC(C)C(C(C)C(=O)NC(C(C)O)C(=O)NCCC5=NC(=CS5)C6=NC(=CS6)C(=O)NCCC[S+](C)C)O. Drug 2: C1=NNC2=C1C(=O)NC=N2. Cell line: BT-549. Synergy scores: CSS=25.3, Synergy_ZIP=-6.88, Synergy_Bliss=1.52, Synergy_Loewe=-9.07, Synergy_HSA=3.53. (10) Drug 1: CS(=O)(=O)C1=CC(=C(C=C1)C(=O)NC2=CC(=C(C=C2)Cl)C3=CC=CC=N3)Cl. Drug 2: CS(=O)(=O)OCCCCOS(=O)(=O)C. Cell line: HS 578T. Synergy scores: CSS=-1.50, Synergy_ZIP=1.71, Synergy_Bliss=-1.89, Synergy_Loewe=-10.7, Synergy_HSA=-9.69.